From a dataset of Catalyst prediction with 721,799 reactions and 888 catalyst types from USPTO. Predict which catalyst facilitates the given reaction. (1) Reactant: C(C1[CH:5]=[C:6]([C:9]([NH:11][C@H:12]([CH2:21][C:22]2[CH:27]=[CH:26][C:25]([C:28]3[CH:33]=[C:32]([Cl:34])[CH:31]=[CH:30][C:29]=3[F:35])=[CH:24][CH:23]=2)[CH2:13][C@:14]([CH2:19][NH2:20])([CH3:18])[C:15]([OH:17])=[O:16])=[O:10])[NH:7][N:8]=1)(=O)C.Cl.[N:37]1C=C(C(O)=O)NN=1.CN(C(ON1N=NC2C=CC=NC1=2)=[N+](C)C)C.F[P-](F)(F)(F)(F)F.CCN(C(C)C)C(C)C. Product: [Cl:34][C:32]1[CH:31]=[CH:30][C:29]([F:35])=[C:28]([C:25]2[CH:26]=[CH:27][C:22]([CH2:21][CH:12]([NH:11][C:9]([C:6]3[NH:7][N:8]=[N:37][CH:5]=3)=[O:10])[CH2:13][C@@:14]([C:19]#[N:20])([CH3:18])[C:15]([OH:17])=[O:16])=[CH:23][CH:24]=2)[CH:33]=1. The catalyst class is: 3. (2) Reactant: [OH:1][C@@:2]1([CH2:16][CH2:17][N:18]([CH3:33])[CH2:19][CH2:20][CH2:21][NH:22][C:23](=[O:32])[C:24]([CH2:29][O:30][CH3:31])([CH3:28])[CH2:25][O:26][CH3:27])[CH2:7][C@H:6]2[CH2:8][CH2:9][C@@H:3]1[CH:4]=[C:5]2[C:10]1[CH:15]=[CH:14][CH:13]=[CH:12][CH:11]=1.CCOCC.[Mg+2].[Br-].[Br-].[C:42](O[C:42](=[O:46])[CH:43]([CH3:45])[CH3:44])(=[O:46])[CH:43]([CH3:45])[CH3:44]. Product: [CH3:27][O:26][CH2:25][C:24]([CH2:29][O:30][CH3:31])([CH3:28])[C:23]([NH:22][CH2:21][CH2:20][CH2:19][N:18]([CH3:33])[CH2:17][CH2:16][C@:2]1([O:1][C:42](=[O:46])[CH:43]([CH3:45])[CH3:44])[CH2:7][C@H:6]2[CH2:8][CH2:9][C@@H:3]1[CH:4]=[C:5]2[C:10]1[CH:15]=[CH:14][CH:13]=[CH:12][CH:11]=1)=[O:32]. The catalyst class is: 2. (3) Reactant: C(OC([N:8]1[CH2:13][CH2:12][CH:11]([O:14][C:15]2[CH:39]=[C:38]([S:40][CH3:41])[CH:37]=[CH:36][C:16]=2[C:17]([NH:19][C:20]2[C:21]([C:26]([NH:28][C:29]3[CH:34]=[CH:33][C:32]([Cl:35])=[CH:31][N:30]=3)=[O:27])=[N:22][CH:23]=[CH:24][CH:25]=2)=[O:18])[CH2:10][CH2:9]1)=O)(C)(C)C. Product: [Cl:35][C:32]1[CH:33]=[CH:34][C:29]([NH:28][C:26]([C:21]2[C:20]([NH:19][C:17](=[O:18])[C:16]3[CH:36]=[CH:37][C:38]([S:40][CH3:41])=[CH:39][C:15]=3[O:14][CH:11]3[CH2:12][CH2:13][NH:8][CH2:9][CH2:10]3)=[CH:25][CH:24]=[CH:23][N:22]=2)=[O:27])=[N:30][CH:31]=1. The catalyst class is: 67. (4) Reactant: C(OC(=O)[NH:7][CH2:8][CH2:9][CH2:10][NH:11][C:12]([CH:14]1[CH2:17][CH2:16][CH2:15]1)=[O:13])(C)(C)C.[C:19]([OH:25])([C:21]([F:24])([F:23])[F:22])=[O:20]. Product: [F:22][C:21]([F:24])([F:23])[C:19]([OH:25])=[O:20].[NH2:7][CH2:8][CH2:9][CH2:10][NH:11][C:12]([CH:14]1[CH2:17][CH2:16][CH2:15]1)=[O:13]. The catalyst class is: 2. (5) Reactant: C(OC([N:8]1[CH2:13][CH2:12][CH2:11][C@@H:10]([C:14]([OH:16])=[O:15])[CH2:9]1)=O)(C)(C)C.Cl. Product: [NH:8]1[CH2:13][CH2:12][CH2:11][C@@H:10]([C:14]([OH:16])=[O:15])[CH2:9]1. The catalyst class is: 269. (6) Reactant: [F:1][C:2]1[CH:3]=[C:4]([CH:7]=[CH:8][C:9]=1[O:10][C:11]1[CH:12]=[N:13][C:14]([C:17]([F:20])([F:19])[F:18])=[N:15][CH:16]=1)[CH:5]=O.[H-].[Na+].[CH2:23]1COCC1. Product: [F:1][C:2]1[CH:3]=[C:4]([CH:5]=[CH2:23])[CH:7]=[CH:8][C:9]=1[O:10][C:11]1[CH:12]=[N:13][C:14]([C:17]([F:20])([F:19])[F:18])=[N:15][CH:16]=1. The catalyst class is: 629. (7) Reactant: [C:1]([C:3]1[CH:4]=[C:5]([S:10]([NH:13][C:14]2[S:15][C@@H:16]([F:20])[C@H:17](O)[N:18]=2)(=[O:12])=[O:11])[CH:6]=[CH:7][C:8]=1[F:9])#[N:2].C(N(CC)CC)C.C(OC(=O)C)(=O)C. Product: [C:1]([C:3]1[CH:4]=[C:5]([S:10]([NH:13][C:14]2[S:15][C:16]([F:20])=[CH:17][N:18]=2)(=[O:11])=[O:12])[CH:6]=[CH:7][C:8]=1[F:9])#[N:2]. The catalyst class is: 4. (8) Reactant: F[C:2]1[CH:9]=[CH:8][C:5]([CH:6]=[O:7])=[CH:4][CH:3]=1.[NH:10]1[CH2:15][CH2:14][O:13][CH2:12][CH2:11]1.C(=O)([O-])[O-].[K+].[K+]. The catalyst class is: 3. Product: [N:10]1([C:2]2[CH:9]=[CH:8][C:5]([CH:6]=[O:7])=[CH:4][CH:3]=2)[CH2:15][CH2:14][O:13][CH2:12][CH2:11]1.